This data is from Full USPTO retrosynthesis dataset with 1.9M reactions from patents (1976-2016). The task is: Predict the reactants needed to synthesize the given product. (1) Given the product [C:12]([O:16][C:17]([N:19]1[CH2:23][CH2:22][CH2:21][C@H:20]1[CH2:24][NH:25][CH2:6][C:5]1[S:1][C:2]2[CH:11]=[CH:10][CH:9]=[CH:8][C:3]=2[CH:4]=1)=[O:18])([CH3:15])([CH3:14])[CH3:13], predict the reactants needed to synthesize it. The reactants are: [S:1]1[C:5]([CH:6]=O)=[CH:4][C:3]2[CH:8]=[CH:9][CH:10]=[CH:11][C:2]1=2.[C:12]([O:16][C:17]([N:19]1[CH2:23][CH2:22][CH2:21][C@H:20]1[CH2:24][NH2:25])=[O:18])([CH3:15])([CH3:14])[CH3:13].C(O[BH-](OC(=O)C)OC(=O)C)(=O)C.[Na+]. (2) Given the product [NH2:20][C:19]1[C:13]2([CH2:14][CH2:15][CH2:16][CH2:17][CH2:18]2)[O:12][C:10](=[O:11])[C:9]=1[C:5]1[CH:6]=[C:7]([Cl:8])[C:2]([Br:1])=[CH:3][C:4]=1[CH3:21], predict the reactants needed to synthesize it. The reactants are: [Br:1][C:2]1[C:7]([Cl:8])=[CH:6][C:5]([CH2:9][C:10]([O:12][C:13]2([C:19]#[N:20])[CH2:18][CH2:17][CH2:16][CH2:15][CH2:14]2)=[O:11])=[C:4]([CH3:21])[CH:3]=1. (3) Given the product [OH:19][C:20]1[C:21]([I:30])=[CH:22][C:23]([C:24]([O:26][CH3:1])=[O:25])=[CH:27][C:28]=1[I:29], predict the reactants needed to synthesize it. The reactants are: [CH3:1]OC(=O)C1C=C([N+]([O-])=O)C(OC)=C([N+]([O-])=O)C=1.[OH:19][C:20]1[C:28]([I:29])=[CH:27][C:23]([C:24]([OH:26])=[O:25])=[CH:22][C:21]=1[I:30]. (4) Given the product [Br:1][C:2]1[CH:16]=[CH:15][C:14]([C:18](=[O:17])[CH3:10])=[N:6][CH:7]=1, predict the reactants needed to synthesize it. The reactants are: [Br:1][C:2]1C=CC(C#N)=[N:6][CH:7]=1.[CH3:10][Mg+].[Br-].Cl.[CH2:14]1[CH2:18][O:17][CH2:16][CH2:15]1.